Predict which catalyst facilitates the given reaction. From a dataset of Catalyst prediction with 721,799 reactions and 888 catalyst types from USPTO. (1) Reactant: [CH2:1]([N:8]([CH:20]([C:25]1[CH:30]=[CH:29][CH:28]=[CH:27][CH:26]=1)[C:21]([O:23]C)=[O:22])[C:9](=[O:19])[C:10]1[CH:15]=[CH:14][C:13]([N+:16]([O-:18])=[O:17])=[CH:12][CH:11]=1)[C:2]1[CH:7]=[CH:6][CH:5]=[CH:4][CH:3]=1.C1COCC1.O.[OH-].[Li+]. Product: [CH2:1]([N:8]([CH:20]([C:25]1[CH:30]=[CH:29][CH:28]=[CH:27][CH:26]=1)[C:21]([OH:23])=[O:22])[C:9](=[O:19])[C:10]1[CH:15]=[CH:14][C:13]([N+:16]([O-:18])=[O:17])=[CH:12][CH:11]=1)[C:2]1[CH:3]=[CH:4][CH:5]=[CH:6][CH:7]=1. The catalyst class is: 24. (2) The catalyst class is: 61. Reactant: C([O:8][C:9]1[C:10]2[N:11]([N:16]=[CH:17][C:18]=2[C:19]#[N:20])[CH:12]=[C:13]([Cl:15])[N:14]=1)C1C=CC=CC=1.B(Br)(Br)Br.CCN(CC)CC.N(CC)CC. Product: [Cl:15][C:13]1[N:14]=[C:9]([OH:8])[C:10]2[N:11]([N:16]=[CH:17][C:18]=2[C:19]#[N:20])[CH:12]=1. (3) Reactant: [CH2:1]1[C:9]2[C:4](=[CH:5][C:6]([CH:10]=[CH:11][C:12]([OH:14])=[O:13])=[CH:7][CH:8]=2)[CH2:3][CH2:2]1. Product: [CH2:1]1[C:9]2[C:4](=[CH:5][C:6]([CH2:10][CH2:11][C:12]([OH:14])=[O:13])=[CH:7][CH:8]=2)[CH2:3][CH2:2]1. The catalyst class is: 29. (4) Reactant: [CH2:1]([O:8][C:9]1[CH:14]=[CH:13][C:12]([C:15]([C:17]2[C:22](F)=[CH:21][C:20]([F:24])=[CH:19][N:18]=2)=O)=[CH:11][CH:10]=1)[C:2]1[CH:7]=[CH:6][CH:5]=[CH:4][CH:3]=1.O.[NH2:26][NH2:27].C([O-])(O)=O.[Na+]. Product: [CH2:1]([O:8][C:9]1[CH:14]=[CH:13][C:12]([C:15]2[C:17]3=[N:18][CH:19]=[C:20]([F:24])[CH:21]=[C:22]3[NH:27][N:26]=2)=[CH:11][CH:10]=1)[C:2]1[CH:7]=[CH:6][CH:5]=[CH:4][CH:3]=1. The catalyst class is: 41. (5) Reactant: [Br:1][C:2](C)([CH3:6])[C:3](Br)=[O:4].Cl.[CH2:9]([O:16][NH2:17])[C:10]1[CH:15]=[CH:14][CH:13]=[CH:12][CH:11]=1. Product: [Br:1][CH:2]([CH3:6])[C:3]([NH:17][O:16][CH2:9][C:10]1[CH:15]=[CH:14][CH:13]=[CH:12][CH:11]=1)=[O:4]. The catalyst class is: 25. (6) Reactant: [CH:1]([NH2:4])([CH3:3])[CH3:2].[N+:5]([C:8]1[CH:13]=[CH:12][C:11]([C:14]2[CH:19]=[CH:18][C:17]([S:20](Cl)(=[O:22])=[O:21])=[CH:16][CH:15]=2)=[CH:10][CH:9]=1)([O-:7])=[O:6].O. Product: [CH:1]([NH:4][S:20]([C:17]1[CH:18]=[CH:19][C:14]([C:11]2[CH:12]=[CH:13][C:8]([N+:5]([O-:7])=[O:6])=[CH:9][CH:10]=2)=[CH:15][CH:16]=1)(=[O:21])=[O:22])([CH3:3])[CH3:2]. The catalyst class is: 3. (7) Product: [F:22][C:23]1[CH:30]=[C:29]([O:31][CH3:32])[CH:28]=[C:27]([F:33])[C:24]=1[CH2:25][N:13]1[C:12]2[N:16]=[CH:17][CH:18]=[CH:19][C:11]=2[S:10](=[O:20])(=[O:21])[N:9]([C:4]2[CH:3]=[C:2]([CH3:1])[CH:7]=[C:6]([CH3:8])[N:5]=2)[C:14]1=[O:15]. The catalyst class is: 3. Reactant: [CH3:1][C:2]1[CH:7]=[C:6]([CH3:8])[N:5]=[C:4]([N:9]2[C:14](=[O:15])[NH:13][C:12]3[N:16]=[CH:17][CH:18]=[CH:19][C:11]=3[S:10]2(=[O:21])=[O:20])[CH:3]=1.[F:22][C:23]1[CH:30]=[C:29]([O:31][CH3:32])[CH:28]=[C:27]([F:33])[C:24]=1[CH2:25]Br.C([O-])([O-])=O.[K+].[K+].COC1C(C)=CC(N2C(=O)N(CC3C(F)=CC(F)=CC=3F)C3C=CC=CC=3S2(=O)=O)=CC=1C. (8) Reactant: [S:1]1[C:5]([CH2:6][N:7]2[CH2:12][CH2:11][N:10]([C:13](OC(C)(C)C)=O)[CH2:9][CH2:8]2)=[CH:4][N:3]=[CH:2]1.C(O)(C(F)(F)F)=O.[Br:27][C:28]1C(Cl)=[C:30]([N+:35]([O-:37])=[O:36])[C:31]([NH2:34])=[N:32][CH:33]=1. Product: [Br:27][C:28]1[C:13]([N:10]2[CH2:9][CH2:8][N:7]([CH2:6][C:5]3[S:1][CH:2]=[N:3][CH:4]=3)[CH2:12][CH2:11]2)=[C:30]([N+:35]([O-:37])=[O:36])[C:31]([NH2:34])=[N:32][CH:33]=1. The catalyst class is: 2. (9) Reactant: [CH2:1]1[O:11][C:10]2[CH:9]=[CH:8][C:5]([CH2:6][NH2:7])=[CH:4][C:3]=2[O:2]1.[C:12](OC(=O)C)(=[O:14])[CH3:13].[OH-].[Na+]. Product: [O:11]1[C:10]2[CH:9]=[CH:8][C:5]([CH2:6][NH:7][C:12](=[O:14])[CH3:13])=[CH:4][C:3]=2[O:2][CH2:1]1. The catalyst class is: 15.